From a dataset of Full USPTO retrosynthesis dataset with 1.9M reactions from patents (1976-2016). Predict the reactants needed to synthesize the given product. (1) Given the product [CH2:16]([O:15][C:13]([C:12]1[NH:10][N:11]=[C:1]([C:2]2[CH:7]=[CH:6][CH:5]=[CH:4][CH:3]=2)[C:8]=1[NH2:9])=[O:14])[CH3:17], predict the reactants needed to synthesize it. The reactants are: [CH2:1]([C:8]#[N:9])[C:2]1[CH:7]=[CH:6][CH:5]=[CH:4][CH:3]=1.[N+:10](=[CH:12][C:13]([O:15][CH2:16][CH3:17])=[O:14])=[N-:11]. (2) Given the product [O:11]=[C:8]1[N:4]2[CH2:5][CH2:6][N:7]([C:17]([O:16][C:12]([CH3:15])([CH3:14])[CH3:13])=[O:18])[CH2:2][CH:3]2[CH2:10][CH2:9]1, predict the reactants needed to synthesize it. The reactants are: Cl.[CH2:2]1[NH:7][CH2:6][CH2:5][N:4]2[C:8](=[O:11])[CH2:9][CH2:10][CH:3]12.[C:12]([O:16][C:17](O[C:17]([O:16][C:12]([CH3:15])([CH3:14])[CH3:13])=[O:18])=[O:18])([CH3:15])([CH3:14])[CH3:13].C(N(CC)CC)C.